Predict the reactants needed to synthesize the given product. From a dataset of Full USPTO retrosynthesis dataset with 1.9M reactions from patents (1976-2016). (1) The reactants are: C[O:2][C:3](=[O:45])[CH2:4][C@@H:5]1[C@H:7]([C:8]([O:10][C@H:11]2[CH2:28][CH2:27][C@@:26]3([CH3:29])[C@@H:13]([CH2:14][CH2:15][C@:16]4([CH3:40])[C@@H:25]3[CH2:24][CH2:23][C@H:22]3[C@@:17]4([CH3:39])[CH2:18][CH2:19][C@@:20]4([C:36]([OH:38])=[O:37])[CH2:32][CH2:31][C@@H:30]([C:33]([CH3:35])=[CH2:34])[C@@H:21]43)[C:12]2([CH3:42])[CH3:41])=[O:9])[C:6]1([CH3:44])[CH3:43].O.[OH-].[Li+]. Given the product [C:3]([CH2:4][C@@H:5]1[C@H:7]([C:8]([O:10][C@H:11]2[CH2:28][CH2:27][C@@:26]3([CH3:29])[C@@H:13]([CH2:14][CH2:15][C@:16]4([CH3:40])[C@@H:25]3[CH2:24][CH2:23][C@H:22]3[C@@:17]4([CH3:39])[CH2:18][CH2:19][C@@:20]4([C:36]([OH:38])=[O:37])[CH2:32][CH2:31][C@@H:30]([C:33]([CH3:35])=[CH2:34])[C@@H:21]43)[C:12]2([CH3:42])[CH3:41])=[O:9])[C:6]1([CH3:44])[CH3:43])([OH:45])=[O:2], predict the reactants needed to synthesize it. (2) Given the product [Cl:1][C:2]1[CH:10]=[C:9]2[C:5]([C:6]3([C@@H:12]([C:40]4[CH:45]=[CH:44][N:43]=[C:42]([Cl:46])[C:41]=4[F:47])[C@H:13]([C:14]([OH:49])=[O:39])[N:18]([C@H:17]([C:27]4[CH:32]=[CH:31][CH:30]=[CH:29][CH:28]=4)[C@@H:16]([OH:15])[C:33]4[CH:38]=[CH:37][CH:36]=[CH:35][CH:34]=4)[C:19]43[CH2:24][CH2:23][C:22]([CH3:26])([CH3:25])[CH2:21][CH2:20]4)[C:7](=[O:11])[NH:8]2)=[CH:4][CH:3]=1, predict the reactants needed to synthesize it. The reactants are: [Cl:1][C:2]1[CH:10]=[C:9]2[C:5]([C@@:6]3([C:19]4([CH2:24][CH2:23][C:22]([CH3:26])([CH3:25])[CH2:21][CH2:20]4)[N:18]4[C@@H:13]([C:14](=[O:39])[O:15][C@@H:16]([C:33]5[CH:38]=[CH:37][CH:36]=[CH:35][CH:34]=5)[C@H:17]4[C:27]4[CH:32]=[CH:31][CH:30]=[CH:29][CH:28]=4)[C@@H:12]3[C:40]3[CH:45]=[CH:44][N:43]=[C:42]([Cl:46])[C:41]=3[F:47])[C:7](=[O:11])[NH:8]2)=[CH:4][CH:3]=1.C(=O)([O-])[O-:49].[K+].[K+].S([O-])([O-])(=O)=O.[Mg+2]. (3) Given the product [C:27]([O:31][C:32](=[O:44])[NH:33][CH2:34][CH2:35][CH:36]([NH:43][C:5]1[N:10]=[C:9]([C:11]2[N:15]3[CH:16]=[CH:17][N:18]=[C:19]([N:20]4[CH2:25][CH2:24][N:23]([CH3:26])[CH2:22][CH2:21]4)[C:14]3=[N:13][CH:12]=2)[CH:8]=[CH:7][N:6]=1)[C:37]1[CH:42]=[CH:41][CH:40]=[CH:39][CH:38]=1)([CH3:30])([CH3:28])[CH3:29], predict the reactants needed to synthesize it. The reactants are: CS([C:5]1[N:10]=[C:9]([C:11]2[N:15]3[CH:16]=[CH:17][N:18]=[C:19]([N:20]4[CH2:25][CH2:24][N:23]([CH3:26])[CH2:22][CH2:21]4)[C:14]3=[N:13][CH:12]=2)[CH:8]=[CH:7][N:6]=1)(=O)=O.[C:27]([O:31][C:32](=[O:44])[NH:33][CH2:34][CH2:35][CH:36]([NH2:43])[C:37]1[CH:42]=[CH:41][CH:40]=[CH:39][CH:38]=1)([CH3:30])([CH3:29])[CH3:28]. (4) The reactants are: C([O:4][CH2:5][CH2:6][O:7][C:8]1[C:12]([C:13]2[CH:18]=[CH:17][C:16]([CH3:19])=[CH:15][CH:14]=2)=[C:11]([NH2:20])[N:10]([CH3:21])[N:9]=1)(=O)C.[CH:22]([C:25]1[CH:26]=[CH:27][C:28]([S:31](Cl)(=[O:33])=[O:32])=[N:29][CH:30]=1)([CH3:24])[CH3:23].C(O)(=O)CC(CC(O)=O)(C(O)=O)O. Given the product [OH:4][CH2:5][CH2:6][O:7][C:8]1[C:12]([C:13]2[CH:14]=[CH:15][C:16]([CH3:19])=[CH:17][CH:18]=2)=[C:11]([NH:20][S:31]([C:28]2[CH:27]=[CH:26][C:25]([CH:22]([CH3:24])[CH3:23])=[CH:30][N:29]=2)(=[O:32])=[O:33])[N:10]([CH3:21])[N:9]=1, predict the reactants needed to synthesize it. (5) Given the product [F:1][C:2]1[CH:7]=[CH:6][CH:5]=[C:4]([F:8])[C:3]=1[S:9]([NH:12][C:13]1[CH:18]=[CH:17][CH:16]=[C:15]([C:19]2[N:20]=[C:21]([C:31]3([CH3:44])[CH2:36][CH2:35][NH:34][CH2:33][CH2:32]3)[S:22][C:23]=2[C:24]2[CH:29]=[CH:28][N:27]=[C:26]([CH3:30])[N:25]=2)[C:14]=1[F:45])(=[O:10])=[O:11], predict the reactants needed to synthesize it. The reactants are: [F:1][C:2]1[CH:7]=[CH:6][CH:5]=[C:4]([F:8])[C:3]=1[S:9]([NH:12][C:13]1[C:14]([F:45])=[C:15]([C:19]2[N:20]=[C:21]([C:31]3([CH3:44])[CH2:36][CH2:35][N:34](C(OC(C)(C)C)=O)[CH2:33][CH2:32]3)[S:22][C:23]=2[C:24]2[CH:29]=[CH:28][N:27]=[C:26]([CH3:30])[N:25]=2)[CH:16]=[CH:17][CH:18]=1)(=[O:11])=[O:10].C(O)(C(F)(F)F)=O.